Dataset: Forward reaction prediction with 1.9M reactions from USPTO patents (1976-2016). Task: Predict the product of the given reaction. Given the reactants [CH3:1][O:2][C:3](=[O:10])[CH2:4][C:5]([CH2:7][O:8][CH3:9])=[O:6].CO[CH:13](OC)[N:14]([CH3:16])[CH3:15], predict the reaction product. The product is: [CH3:13][N:14]([CH:16]=[C:4]([C:5](=[O:6])[CH2:7][O:8][CH3:9])[C:3]([O:2][CH3:1])=[O:10])[CH3:15].